Dataset: Catalyst prediction with 721,799 reactions and 888 catalyst types from USPTO. Task: Predict which catalyst facilitates the given reaction. Reactant: [Br:1][C:2]1[CH:3]=[C:4]2[C:9](=[CH:10][CH:11]=1)[CH:8]=[N:7][CH:6]=[CH:5]2.C1C(=O)N([Cl:19])C(=O)C1.[OH-].[Na+]. Product: [Br:1][C:2]1[C:3]([Cl:19])=[C:4]2[C:9](=[CH:10][CH:11]=1)[CH:8]=[N:7][CH:6]=[CH:5]2. The catalyst class is: 65.